From a dataset of Forward reaction prediction with 1.9M reactions from USPTO patents (1976-2016). Predict the product of the given reaction. (1) Given the reactants [C:1]([N:5]1[CH2:10][CH2:9][C:8](=O)[CH2:7][CH2:6]1)([CH3:4])([CH3:3])[CH3:2].[C-:12]#[N:13].[Na+].[NH4+:15].[Cl-], predict the reaction product. The product is: [NH2:15][C:8]1([C:12]#[N:13])[CH2:9][CH2:10][N:5]([C:1]([CH3:4])([CH3:3])[CH3:2])[CH2:6][CH2:7]1. (2) Given the reactants [CH2:1]([NH:5][S:6]([C:9]1[CH:14]=[CH:13][C:12]([N:15]2[CH2:20][CH2:19][NH:18][CH2:17][CH2:16]2)=[CH:11][CH:10]=1)(=[O:8])=[O:7])[CH:2]([CH3:4])[CH3:3].CCN(CC)CC.[C:28](Cl)(=[O:30])[CH3:29], predict the reaction product. The product is: [C:28]([N:18]1[CH2:19][CH2:20][N:15]([C:12]2[CH:11]=[CH:10][C:9]([S:6]([NH:5][CH2:1][CH:2]([CH3:4])[CH3:3])(=[O:8])=[O:7])=[CH:14][CH:13]=2)[CH2:16][CH2:17]1)(=[O:30])[CH3:29]. (3) Given the reactants [Cl:1][C:2]1[C:3]([N:21]=[N+]=[N-])=[C:4]2[C:9](=[CH:10][CH:11]=1)[O:8][CH:7]([C:12]([F:15])([F:14])[F:13])[C:6]([C:16]([O:18][CH2:19][CH3:20])=[O:17])=[CH:5]2, predict the reaction product. The product is: [Cl:1][C:2]1[C:3]([NH2:21])=[C:4]2[C:9](=[CH:10][CH:11]=1)[O:8][CH:7]([C:12]([F:15])([F:13])[F:14])[C:6]([C:16]([O:18][CH2:19][CH3:20])=[O:17])=[CH:5]2. (4) The product is: [C:19]([CH2:18][NH:17][C:15](=[O:16])[C@H:10]([CH2:11][CH:12]([CH3:14])[CH3:13])[NH:9][CH:8]([C:21]1[CH:26]=[CH:25][C:24]([S:27]([CH3:30])(=[O:29])=[O:28])=[CH:23][CH:22]=1)[C:5]1[CH:6]=[CH:7][C:2]([C:36]2[CH:37]=[CH:38][C:33]([S:32][CH3:31])=[CH:34][CH:35]=2)=[CH:3][CH:4]=1)#[N:20]. Given the reactants Br[C:2]1[CH:7]=[CH:6][C:5]([CH:8]([C:21]2[CH:26]=[CH:25][C:24]([S:27]([CH3:30])(=[O:29])=[O:28])=[CH:23][CH:22]=2)[NH:9][C@H:10]([C:15]([NH:17][CH2:18][C:19]#[N:20])=[O:16])[CH2:11][CH:12]([CH3:14])[CH3:13])=[CH:4][CH:3]=1.[CH3:31][S:32][C:33]1[CH:38]=[CH:37][C:36](B(O)O)=[CH:35][CH:34]=1, predict the reaction product. (5) Given the reactants [NH2:1][C:2]1[C:3]2[N:11]=[CH:10][CH:9]=[C:8]([C:12]([NH:14][C:15]3[C:20]([F:21])=[CH:19][CH:18]=[C:17]([N:22](CC4C=CC(OC)=CC=4)[S:23]([CH2:26][CH2:27][CH3:28])(=[O:25])=[O:24])[C:16]=3[Cl:38])=[O:13])[C:4]=2[N:5]=[CH:6][N:7]=1.FC(F)(F)C(O)=O, predict the reaction product. The product is: [NH2:1][C:2]1[C:3]2[N:11]=[CH:10][CH:9]=[C:8]([C:12]([NH:14][C:15]3[C:20]([F:21])=[CH:19][CH:18]=[C:17]([NH:22][S:23]([CH2:26][CH2:27][CH3:28])(=[O:24])=[O:25])[C:16]=3[Cl:38])=[O:13])[C:4]=2[N:5]=[CH:6][N:7]=1. (6) Given the reactants [C:1](O)(=[O:3])C.C(O)(=O)C.I(C1C=CC=CC=1)=O.B(F)(F)F.[CH2:21]([O:23][C:24](=[O:33])[CH2:25][C:26]([CH:28]1[CH2:32][CH2:31][CH2:30][CH2:29]1)=[O:27])C, predict the reaction product. The product is: [CH3:21][O:23][C:24](=[O:33])[CH:25]([O:3][CH3:1])[C:26]([CH:28]1[CH2:32][CH2:31][CH2:30][CH2:29]1)=[O:27]. (7) Given the reactants [O-]CC.[K+].[CH2:5]([O:12][C:13]1[CH:14]=[CH:15][C:16]([N:24]2[C:28]([CH3:29])=[N:27][N:26]=[N:25]2)=[C:17]([CH:23]=1)[C:18]([O:20]CC)=O)[C:6]1[CH:11]=[CH:10][CH:9]=[CH:8][CH:7]=1.O.[Cl-].[NH4+], predict the reaction product. The product is: [CH2:5]([O:12][C:13]1[CH:23]=[C:17]2[C:16](=[CH:15][CH:14]=1)[N:24]1[N:25]=[N:26][N:27]=[C:28]1[CH:29]=[C:18]2[OH:20])[C:6]1[CH:11]=[CH:10][CH:9]=[CH:8][CH:7]=1.